This data is from Catalyst prediction with 721,799 reactions and 888 catalyst types from USPTO. The task is: Predict which catalyst facilitates the given reaction. (1) Reactant: [C:1]1([C:7]2[C:8]([C:16]3[CH:23]=[CH:22][C:19]([CH:20]=[O:21])=[CH:18][CH:17]=3)=[N:9][C:10]3[N:11]([CH:13]=[CH:14][N:15]=3)[CH:12]=2)[CH:6]=[CH:5][CH:4]=[CH:3][CH:2]=1.[CH3:24][Zn]Cl. Product: [C:1]1([C:7]2[C:8]([C:16]3[CH:17]=[CH:18][C:19]([CH:20]([OH:21])[CH3:24])=[CH:22][CH:23]=3)=[N:9][C:10]3[N:11]([CH:13]=[CH:14][N:15]=3)[CH:12]=2)[CH:6]=[CH:5][CH:4]=[CH:3][CH:2]=1. The catalyst class is: 1. (2) Reactant: [CH3:1][N:2]1[C:10]2[C:5](=[CH:6][CH:7]=[CH:8][CH:9]=2)[CH:4]=[C:3]1B(O)O.Br[C:15]1[CH:16]=[N:17][CH:18]=[CH:19][C:20]=1[CH2:21][OH:22].P([O-])([O-])([O-])=O.[K+].[K+].[K+]. Product: [CH3:1][N:2]1[C:10]2[C:5](=[CH:6][CH:7]=[CH:8][CH:9]=2)[CH:4]=[C:3]1[C:15]1[CH:16]=[N:17][CH:18]=[CH:19][C:20]=1[CH2:21][OH:22]. The catalyst class is: 455.